From a dataset of Catalyst prediction with 721,799 reactions and 888 catalyst types from USPTO. Predict which catalyst facilitates the given reaction. (1) Reactant: [OH-].[Na+].[F:3][C:4]1[CH:9]=[CH:8][C:7]([C:10]2[O:11][C:12]3[CH:23]=[C:22]([N:24]([CH3:29])[S:25]([CH3:28])(=[O:27])=[O:26])[C:21]([C:30]4[CH:35]=[CH:34][CH:33]=[C:32]([C:36](=[O:47])[NH:37][C:38]([C:41]5[CH:46]=[CH:45][CH:44]=[CH:43][CH:42]=5)([CH3:40])[CH3:39])[CH:31]=4)=[CH:20][C:13]=3[C:14]=2[C:15]([O:17]CC)=[O:16])=[CH:6][CH:5]=1.CN(C=O)C. Product: [F:3][C:4]1[CH:9]=[CH:8][C:7]([C:10]2[O:11][C:12]3[CH:23]=[C:22]([N:24]([CH3:29])[S:25]([CH3:28])(=[O:27])=[O:26])[C:21]([C:30]4[CH:35]=[CH:34][CH:33]=[C:32]([C:36](=[O:47])[NH:37][C:38]([C:41]5[CH:46]=[CH:45][CH:44]=[CH:43][CH:42]=5)([CH3:40])[CH3:39])[CH:31]=4)=[CH:20][C:13]=3[C:14]=2[C:15]([OH:17])=[O:16])=[CH:6][CH:5]=1. The catalyst class is: 653. (2) Reactant: [CH:1]1([CH:4]([NH:8]S(C(C)(C)C)=O)[CH:5]([F:7])[F:6])[CH2:3][CH2:2]1.[ClH:15].O1CCOCC1. Product: [Cl-:15].[CH:1]1([CH:4]([NH3+:8])[CH:5]([F:7])[F:6])[CH2:3][CH2:2]1. The catalyst class is: 5.